Dataset: Forward reaction prediction with 1.9M reactions from USPTO patents (1976-2016). Task: Predict the product of the given reaction. (1) The product is: [ClH:30].[CH2:1]([C:3]1[C:7]([S:8][C:9]2[CH:10]=[CH:11][C:12]([F:15])=[CH:13][CH:14]=2)=[C:6]([CH2:16][CH3:17])[N:5]([C@@H:18]2[CH2:22][CH2:21][NH:20][CH2:19]2)[N:4]=1)[CH3:2]. Given the reactants [CH2:1]([C:3]1[C:7]([S:8][C:9]2[CH:14]=[CH:13][C:12]([F:15])=[CH:11][CH:10]=2)=[C:6]([CH2:16][CH3:17])[N:5]([C@@H:18]2[CH2:22][CH2:21][N:20](C(OC(C)(C)C)=O)[CH2:19]2)[N:4]=1)[CH3:2].[ClH:30], predict the reaction product. (2) Given the reactants [C:1]([Si:5]([CH3:24])([CH3:23])[O:6][C@@H:7]1[CH2:12][CH2:11][C@H:10]([O:13][C:14]2[CH:21]=[CH:20][C:19]([Cl:22])=[CH:18][C:15]=2[CH:16]=O)[CH2:9][CH2:8]1)([CH3:4])([CH3:3])[CH3:2].[CH3:25][Si:26]([CH3:33])([CH3:32])N[Si:26]([CH3:33])([CH3:32])[CH3:25].C([Li])CCC.C[Si](Cl)(C)C.[CH2:44]([N:46](CC)CC)[CH3:45].C(Cl)(=[O:53])C, predict the reaction product. The product is: [C:1]([Si:5]([CH3:23])([CH3:24])[O:6][C@@H:7]1[CH2:8][CH2:9][C@H:10]([O:13][C:14]2[CH:21]=[CH:20][C:19]([Cl:22])=[CH:18][C:15]=2[CH:16]=[N:46][C:44]([O:53][Si:26]([CH3:33])([CH3:32])[CH3:25])=[CH2:45])[CH2:11][CH2:12]1)([CH3:3])([CH3:4])[CH3:2]. (3) Given the reactants [CH2:1]([O:3][C:4](=[O:25])/[CH:5]=[CH:6]/[C:7]1[C:16]2[CH2:15][CH2:14][CH2:13][CH2:12][C:11]=2[C:10]([O:17]CC2C=CC=CC=2)=[CH:9][CH:8]=1)[CH3:2], predict the reaction product. The product is: [CH2:1]([O:3][C:4](=[O:25])[CH2:5][CH2:6][C:7]1[C:16]2[CH2:15][CH2:14][CH2:13][CH2:12][C:11]=2[C:10]([OH:17])=[CH:9][CH:8]=1)[CH3:2]. (4) Given the reactants [N+:1]([C:4]1[CH:9]=[C:8]([F:10])[CH:7]=[CH:6][C:5]=1[CH3:11])([O-:3])=[O:2].CC(N(C)C)=[O:14].I([O-])(=O)(=O)=O.[Na+], predict the reaction product. The product is: [F:10][C:8]1[CH:7]=[CH:6][C:5]([CH:11]=[O:14])=[C:4]([N+:1]([O-:3])=[O:2])[CH:9]=1.